Dataset: Reaction yield outcomes from USPTO patents with 853,638 reactions. Task: Predict the reaction yield, written as a fraction of the theoretical maximum amount of product (1.0 means a 100% yield; for example, 0.34 means a 34% yield). (1) The reactants are [H-].[H-].[H-].[H-].[Li+].[Al+3].[CH:7]([N:10]1[CH2:15][CH2:14][N:13]([C:16]2[N:21]=[CH:20][C:19]([C:22]3[CH:29]=[CH:28][C:25]([C:26]#[N:27])=[CH:24][CH:23]=3)=[CH:18][CH:17]=2)[CH2:12][CH2:11]1)([CH3:9])[CH3:8].[OH-].[Na+]. The catalyst is C1COCC1. The product is [CH:7]([N:10]1[CH2:11][CH2:12][N:13]([C:16]2[N:21]=[CH:20][C:19]([C:22]3[CH:29]=[CH:28][C:25]([CH2:26][NH2:27])=[CH:24][CH:23]=3)=[CH:18][CH:17]=2)[CH2:14][CH2:15]1)([CH3:9])[CH3:8]. The yield is 1.00. (2) The reactants are [CH2:1]([NH2:5])[CH2:2][CH2:3][CH3:4].[C:6]1(=O)[CH2:11][CH2:10][CH2:9][CH2:8][CH2:7]1. The catalyst is C1(C)C=CC=CC=1. The product is [CH2:1]([N:5]=[C:6]1[CH2:11][CH2:10][CH2:9][CH2:8][CH2:7]1)[CH2:2][CH2:3][CH3:4]. The yield is 0.840. (3) The catalyst is C(O)C.C1(C)C=CC=CC=1. The product is [N:1]1[CH:6]=[CH:5][CH:4]=[CH:3][C:2]=1[S:7][S:8][CH2:9][CH2:10][NH2:11]. The yield is 0.880. The reactants are [N:1]1[CH:6]=[CH:5][CH:4]=[CH:3][C:2]=1[S:7][S:8][CH2:9][CH2:10][NH:11]C(=O)OC(C)(C)C.Cl. (4) The reactants are [O:1]1[CH:5]=[CH:4][CH:3]=[C:2]1[C:6]1[N:11]=[C:10]([C:12]2[CH:17]=[CH:16][CH:15]=[CH:14][N:13]=2)[N:9]=[C:8](O)[CH:7]=1.[Cl:19]C1N=C(C2OC(C)=CC=2)N=C(N)C=1. No catalyst specified. The product is [Cl:19][C:8]1[CH:7]=[C:6]([C:2]2[O:1][CH:5]=[CH:4][CH:3]=2)[N:11]=[C:10]([C:12]2[CH:17]=[CH:16][CH:15]=[CH:14][N:13]=2)[N:9]=1. The yield is 0.780. (5) The reactants are [N+:1]([C:4]1[CH:9]=[CH:8][CH:7]=[CH:6][C:5]=1[S:10]([N@:13]1[CH2:15][CH:14]1[C@H:16]1[O:20][C:19](=[O:21])[C@H:18]([CH2:22][CH2:23][CH3:24])[CH2:17]1)(=[O:12])=[O:11])([O-:3])=[O:2].[Cl:25][C:26]1[CH:31]=[CH:30][CH:29]=[CH:28][C:27]=1[N:32]1[CH2:37][C:36]([CH3:39])([CH3:38])[NH:35][CH2:34][C:33]1=[O:40]. The catalyst is C1(C)C=CC=CC=1. The product is [Cl:25][C:26]1[CH:31]=[CH:30][CH:29]=[CH:28][C:27]=1[N:32]1[C:33](=[O:40])[CH2:34][N:35]([CH2:15][C@H:14]([NH:13][S:10]([C:5]2[CH:6]=[CH:7][CH:8]=[CH:9][C:4]=2[N+:1]([O-:3])=[O:2])(=[O:12])=[O:11])[C@@H:16]2[CH2:17][C@@H:18]([CH2:22][CH2:23][CH3:24])[C:19](=[O:21])[O:20]2)[C:36]([CH3:39])([CH3:38])[CH2:37]1. The yield is 0.760. (6) The reactants are N[C:2]1[CH:7]=[CH:6][C:5]([N:8]2[C:12]3=[N:13][CH:14]=[N:15][C:16]([NH2:17])=[C:11]3[CH:10]=[N:9]2)=[CH:4][CH:3]=1.[C:18]([OH:23])(=O)[CH2:19][CH2:20][CH3:21].Cl.C[N:26](C)CCCN=C=NCC.ON1C2C=CC=CC=2N=N1. The catalyst is CN(C=O)C.CO. The product is [NH2:17][C:16]1[N:15]=[CH:14][N:13]=[C:12]2[N:8]([C:5]3[CH:6]=[CH:7][C:2]([CH:19]([CH2:20][CH3:21])[C:18]([NH2:26])=[O:23])=[CH:3][CH:4]=3)[N:9]=[CH:10][C:11]=12. The yield is 0.190. (7) The reactants are [CH3:1][N:2]([S:21]([C:24]1[CH:29]=[CH:28][CH:27]=[CH:26][N:25]=1)(=[O:23])=[O:22])[C:3]1[CH:4]=[CH:5][CH:6]=[C:7]2[C:11]=1[NH:10][C:9]([C:12]1[S:13][CH:14]([CH2:17][C:18](O)=[O:19])[CH2:15][N:16]=1)=[CH:8]2.C[N:31](C)C=O.Cl.CN(C)CCCN=C=NCC. The catalyst is C(OCC)(=O)C. The product is [CH3:1][N:2]([S:21]([C:24]1[CH:29]=[CH:28][CH:27]=[CH:26][N:25]=1)(=[O:22])=[O:23])[C:3]1[CH:4]=[CH:5][CH:6]=[C:7]2[C:11]=1[NH:10][C:9]([C:12]1[S:13][CH:14]([CH2:17][C:18]([NH2:31])=[O:19])[CH2:15][N:16]=1)=[CH:8]2. The yield is 0.850.